Predict the reactants needed to synthesize the given product. From a dataset of Full USPTO retrosynthesis dataset with 1.9M reactions from patents (1976-2016). (1) Given the product [Br:14][CH2:13][C:6]1[CH:5]=[CH:4][C:3]([O:2][CH3:1])=[CH:12][C:7]=1[C:8]([O:10][CH3:11])=[O:9], predict the reactants needed to synthesize it. The reactants are: [CH3:1][O:2][C:3]1[CH:4]=[CH:5][C:6]([CH3:13])=[C:7]([CH:12]=1)[C:8]([O:10][CH3:11])=[O:9].[Br:14]N1C(=O)CCC1=O. (2) Given the product [NH2:30][C:26]1[C:25]([N+:31]([O-:33])=[O:32])=[C:24]([C:12]2[CH:11]=[C:4]([CH:3]=[C:2]([F:1])[CH:13]=2)[CH2:5][NH:6][S:7]([CH3:10])(=[O:8])=[O:9])[CH:29]=[CH:28][N:27]=1, predict the reactants needed to synthesize it. The reactants are: [F:1][C:2]1[CH:3]=[C:4]([CH:11]=[C:12](B2OC(C)(C)C(C)(C)O2)[CH:13]=1)[CH2:5][NH:6][S:7]([CH3:10])(=[O:9])=[O:8].Cl[C:24]1[CH:29]=[CH:28][N:27]=[C:26]([NH2:30])[C:25]=1[N+:31]([O-:33])=[O:32].C([O-])([O-])=O.[Na+].[Na+].CCOC(C)=O.